This data is from Reaction yield outcomes from USPTO patents with 853,638 reactions. The task is: Predict the reaction yield, written as a fraction of the theoretical maximum amount of product (1.0 means a 100% yield; for example, 0.34 means a 34% yield). (1) The reactants are [CH2:1]([N:3]1[C:7]([C:8]([O:10][CH3:11])=[O:9])=[CH:6][C:5]([CH3:12])=[N:4]1)[CH3:2].[B-](F)(F)(F)[F:14].[B-](F)(F)(F)F.C1[N+]2(CCl)CC[N+](F)(CC2)C1.CCOC(C)=O. The catalyst is C(#N)C.O. The product is [CH2:1]([N:3]1[C:7]([C:8]([O:10][CH3:11])=[O:9])=[C:6]([F:14])[C:5]([CH3:12])=[N:4]1)[CH3:2]. The yield is 0.260. (2) The reactants are [Cl:1][C:2]1[N:7]=[C:6](Cl)[CH:5]=[CH:4][N:3]=1.[C:9]1(B(O)O)[CH:14]=[CH:13][CH:12]=[CH:11][CH:10]=1.C(=O)([O-])[O-].[Na+].[Na+].C1(P(C2C=CC=CC=2)C2C=CC=CC=2)C=CC=CC=1. The catalyst is C([O-])(=O)C.[Pd+2].C([O-])(=O)C.COCCOC. The product is [Cl:1][C:2]1[N:7]=[C:6]([C:9]2[CH:14]=[CH:13][CH:12]=[CH:11][CH:10]=2)[CH:5]=[CH:4][N:3]=1. The yield is 0.640.